This data is from Forward reaction prediction with 1.9M reactions from USPTO patents (1976-2016). The task is: Predict the product of the given reaction. (1) Given the reactants O.[OH-].[Li+].C(OP([CH:12]1[C:21](=[O:22])[N:20]2[C@H:15]([CH2:16][O:17][CH2:18][C@H:19]2[C:23]2[CH:28]=[CH:27][C:26]([Cl:29])=[CH:25][CH:24]=2)[CH2:14][CH2:13]1)(=O)OCC)C.[CH3:30][O:31][C:32]1[CH:33]=[C:34]([CH:37]=[CH:38][C:39]=1[N:40]1[CH:44]=[C:43]([CH3:45])[N:42]=[CH:41]1)[CH:35]=O.C(OCC)(=O)C, predict the reaction product. The product is: [Cl:29][C:26]1[CH:27]=[CH:28][C:23]([C@@H:19]2[CH2:18][O:17][CH2:16][C@@H:15]3[CH2:14][CH2:13]/[C:12](=[CH:35]\[C:34]4[CH:37]=[CH:38][C:39]([N:40]5[CH:44]=[C:43]([CH3:45])[N:42]=[CH:41]5)=[C:32]([O:31][CH3:30])[CH:33]=4)/[C:21](=[O:22])[N:20]23)=[CH:24][CH:25]=1. (2) The product is: [F:1][CH:2]([F:26])[O:3][C:4]1[C:5]([OH:22])=[C:6]([C:12]2[CH:20]=[CH:19][CH:18]=[C:17]3[C:13]=2[CH2:14][CH2:15][C:16]3=[O:21])[CH:7]=[CH:8][C:9]=1[O:10][CH3:11]. Given the reactants [F:1][CH:2]([F:26])[O:3][C:4]1[C:5]([O:22]COC)=[C:6]([C:12]2[CH:20]=[CH:19][CH:18]=[C:17]3[C:13]=2[CH2:14][CH2:15][C:16]3=[O:21])[CH:7]=[CH:8][C:9]=1[O:10][CH3:11].Cl, predict the reaction product. (3) Given the reactants [C:1]([O:22][C:23]([CH3:26])([CH3:25])[CH3:24])(=[O:21])[CH2:2][CH2:3][CH2:4][CH2:5][CH2:6][CH2:7][CH2:8][CH2:9][CH2:10][CH2:11][CH2:12][CH2:13][CH2:14][CH2:15][CH2:16][CH2:17][C:18]([O-:20])=[O:19].CCN(C(C)C)C(C)C.[B-](F)(F)(F)F.CN(C(O[N:49]1[C:54](=[O:55])[CH2:53][CH2:52][C:50]1=[O:51])=[N+](C)C)C, predict the reaction product. The product is: [C:18]([O:20][N:49]1[C:54](=[O:55])[CH2:53][CH2:52][C:50]1=[O:51])(=[O:19])[CH2:17][CH2:16][CH2:15][CH2:14][CH2:13][CH2:12][CH2:11][CH2:10][CH2:9][CH2:8][CH2:7][CH2:6][CH2:5][CH2:4][CH2:3][CH2:2][C:1]([O:22][C:23]([CH3:26])([CH3:25])[CH3:24])=[O:21]. (4) Given the reactants Cl.[Cl:2][C:3]1[CH:4]=[C:5]2[C:9](=[CH:10][CH:11]=1)[NH:8][C:7]([C:12]1[CH:13]=[N:14][CH:15]=[CH:16][CH:17]=1)=[C:6]2[CH3:18].Br[CH2:20][C:21]1[CH:26]=[CH:25][C:24]([S:27]([CH3:30])(=[O:29])=[O:28])=[CH:23][CH:22]=1, predict the reaction product. The product is: [Cl:2][C:3]1[CH:4]=[C:5]2[C:9](=[CH:10][CH:11]=1)[N:8]([CH2:20][C:21]1[CH:22]=[CH:23][C:24]([S:27]([CH3:30])(=[O:29])=[O:28])=[CH:25][CH:26]=1)[C:7]([C:12]1[CH:13]=[N:14][CH:15]=[CH:16][CH:17]=1)=[C:6]2[CH3:18]. (5) Given the reactants [Cl:1][CH2:2][C:3]1[CH:10]=[CH:9][C:6]([CH2:7]O)=[CH:5][CH:4]=1.O.C(=O)([O-])O.[Na+].CN(S(F)(F)[F:21])C, predict the reaction product. The product is: [Cl:1][CH2:2][C:3]1[CH:10]=[CH:9][C:6]([CH2:7][F:21])=[CH:5][CH:4]=1.